Dataset: Acute oral toxicity (LD50) regression data from Zhu et al.. Task: Regression/Classification. Given a drug SMILES string, predict its toxicity properties. Task type varies by dataset: regression for continuous values (e.g., LD50, hERG inhibition percentage) or binary classification for toxic/non-toxic outcomes (e.g., AMES mutagenicity, cardiotoxicity, hepatotoxicity). Dataset: ld50_zhu. (1) The molecule is COc1ccc(Nc2ccc(OC)cc2)cc1. The rat oral LD50 is 1.97, given as -log10 of the dose in mol/kg body weight (higher means more acutely toxic). (2) The molecule is ClC1=C(Cl)C2(Cl)C3C(Cl)C(Cl)CC3C1(Cl)C2(Cl)Cl. The rat oral LD50 is 3.31, given as -log10 of the dose in mol/kg body weight (higher means more acutely toxic). (3) The compound is CCN(CCNC(=O)SCC(C)C)C(=O)SCC(C)C. The rat oral LD50 is 2.07, given as -log10 of the dose in mol/kg body weight (higher means more acutely toxic). (4) The molecule is CCOP(=O)(OCC)SCCSCC. The rat oral LD50 is 5.24, given as -log10 of the dose in mol/kg body weight (higher means more acutely toxic).